This data is from Full USPTO retrosynthesis dataset with 1.9M reactions from patents (1976-2016). The task is: Predict the reactants needed to synthesize the given product. (1) Given the product [Br:1][C:2]1[CH:7]=[CH:6][CH:5]=[C:4]([O:8][CH:10]([F:15])[F:14])[CH:3]=1, predict the reactants needed to synthesize it. The reactants are: [Br:1][C:2]1[CH:3]=[C:4]([OH:8])[CH:5]=[CH:6][CH:7]=1.Cl[C:10]([F:15])([F:14])C([O-])=O.[Na+].C(=O)([O-])[O-].[Cs+].[Cs+]. (2) The reactants are: [OH:1][CH2:2][CH2:3][NH:4][CH2:5][C:6]1[CH:7]=[C:8]([CH:11]=[CH:12][CH:13]=1)[C:9]#[N:10].[C:14](O[C:14]([O:16][C:17]([CH3:20])([CH3:19])[CH3:18])=[O:15])([O:16][C:17]([CH3:20])([CH3:19])[CH3:18])=[O:15]. Given the product [C:9]([C:8]1[CH:7]=[C:6]([CH:13]=[CH:12][CH:11]=1)[CH2:5][N:4]([CH2:3][CH2:2][OH:1])[C:14](=[O:15])[O:16][C:17]([CH3:20])([CH3:19])[CH3:18])#[N:10], predict the reactants needed to synthesize it. (3) Given the product [F:25][C:12]1[C:11]([NH:10][C:9]([NH:8][C:4]2[CH:3]=[CH:2][N:7]=[CH:6][N:5]=2)=[O:26])=[C:16]([F:17])[CH:15]=[CH:14][C:13]=1[NH:18][S:19]([CH2:22][CH2:23][CH3:24])(=[O:20])=[O:21], predict the reactants needed to synthesize it. The reactants are: Cl[C:2]1[N:7]=[CH:6][N:5]=[C:4]([NH:8][C:9](=[O:26])[NH:10][C:11]2[C:12]([F:25])=[C:13]([NH:18][S:19]([CH2:22][CH2:23][CH3:24])(=[O:21])=[O:20])[CH:14]=[CH:15][C:16]=2[F:17])[CH:3]=1.[H][H]. (4) Given the product [N:28]([CH2:2][C:3]([N:5]([CH2:19][C:20]1[CH:25]=[CH:24][CH:23]=[CH:22][C:21]=1[O:26][CH3:27])[C:6]1[CH:11]=[CH:10][CH:9]=[CH:8][C:7]=1[O:12][C:13]1[CH:18]=[CH:17][CH:16]=[CH:15][CH:14]=1)=[O:4])=[N+:29]=[N-:30], predict the reactants needed to synthesize it. The reactants are: Cl[CH2:2][C:3]([N:5]([CH2:19][C:20]1[CH:25]=[CH:24][CH:23]=[CH:22][C:21]=1[O:26][CH3:27])[C:6]1[CH:11]=[CH:10][CH:9]=[CH:8][C:7]=1[O:12][C:13]1[CH:18]=[CH:17][CH:16]=[CH:15][CH:14]=1)=[O:4].[N-:28]=[N+:29]=[N-:30].[Na+].O. (5) Given the product [CH2:1]([C:5]1[N:10]2[N:11]=[CH:12][N:13]=[C:9]2[N:8]([CH:14]2[CH2:23][CH2:22][C:17](=[O:18])[CH2:16][CH2:15]2)[C:7](=[O:24])[C:6]=1[CH2:25][C:26]1[CH:31]=[CH:30][C:29]([C:32]2[CH:37]=[CH:36][CH:35]=[CH:34][C:33]=2[C:38]2[NH:42][C:41](=[O:43])[O:40][N:39]=2)=[CH:28][CH:27]=1)[CH2:2][CH2:3][CH3:4], predict the reactants needed to synthesize it. The reactants are: [CH2:1]([C:5]1[N:10]2[N:11]=[CH:12][N:13]=[C:9]2[N:8]([CH:14]2[CH2:23][CH2:22][C:17]3(OCC[O:18]3)[CH2:16][CH2:15]2)[C:7](=[O:24])[C:6]=1[CH2:25][C:26]1[CH:31]=[CH:30][C:29]([C:32]2[CH:37]=[CH:36][CH:35]=[CH:34][C:33]=2[C:38]2[NH:42][C:41](=[O:43])[O:40][N:39]=2)=[CH:28][CH:27]=1)[CH2:2][CH2:3][CH3:4].Cl.O1CCCC1. (6) Given the product [NH:42]1[C:43]2[CH:48]=[CH:47][CH:46]=[CH:45][C:44]=2[N:49]=[C:12]1[CH:11]([C:15]1([C:18]2[CH:23]=[CH:22][C:21]([O:24][CH3:25])=[CH:20][CH:19]=2)[CH2:17][CH2:16]1)[NH:10][CH2:3][C:4]1[CH:9]=[CH:8][CH:7]=[CH:6][CH:5]=1, predict the reactants needed to synthesize it. The reactants are: N#N.[CH2:3]([NH:10][CH:11]([C:15]1([C:18]2[CH:23]=[CH:22][C:21]([O:24][CH3:25])=[CH:20][CH:19]=2)[CH2:17][CH2:16]1)[C:12](O)=O)[C:4]1[CH:9]=[CH:8][CH:7]=[CH:6][CH:5]=1.C(N1CCOCC1)C.CN(C(O[N:42]1N=[N:49][C:44]2[CH:45]=[CH:46][CH:47]=[CH:48][C:43]1=2)=[N+](C)C)C.[B-](F)(F)(F)F.C1(N)C=CC=CC=1N. (7) Given the product [Cl:1][C:2]1[CH:3]=[C:4]([CH:17]=[CH:18][C:19]=1[O:20][CH3:21])[CH2:5][NH:6][C:7]1[C:12]([CH:13]([OH:14])[C:25]2[N:24]([CH3:23])[CH:28]=[CH:27][N:26]=2)=[CH:11][N:10]=[C:9]([S:15][CH3:16])[N:8]=1, predict the reactants needed to synthesize it. The reactants are: [Cl:1][C:2]1[CH:3]=[C:4]([CH:17]=[CH:18][C:19]=1[O:20][CH3:21])[CH2:5][NH:6][C:7]1[C:12]([CH:13]=[O:14])=[CH:11][N:10]=[C:9]([S:15][CH3:16])[N:8]=1.[Li].[CH3:23][N:24]1[CH:28]=[CH:27][N:26]=[CH:25]1. (8) Given the product [CH2:1]([N:8]1[CH2:13][CH2:12][C@H:11]([C:14](=[N:25][OH:26])[CH3:15])[C@@H:10]([C:17]2[CH:22]=[CH:21][C:20]([Cl:23])=[CH:19][CH:18]=2)[CH2:9]1)[C:2]1[CH:7]=[CH:6][CH:5]=[CH:4][CH:3]=1, predict the reactants needed to synthesize it. The reactants are: [CH2:1]([N:8]1[CH2:13][CH2:12][C@H:11]([C:14](=O)[CH3:15])[C@@H:10]([C:17]2[CH:22]=[CH:21][C:20]([Cl:23])=[CH:19][CH:18]=2)[CH2:9]1)[C:2]1[CH:7]=[CH:6][CH:5]=[CH:4][CH:3]=1.Cl.[NH2:25][OH:26].C([O-])(=O)C.[Na+].O. (9) Given the product [CH2:14]([O:13][CH2:12][CH2:11][N:10]1[C:5]2[C:4]([NH:23][C:24]3[CH:29]=[C:28]([CH3:30])[CH:27]=[CH:26][N:25]=3)=[N:3][C:2]([N:32]([CH2:33][CH3:34])[CH3:31])=[N:7][C:6]=2[C:8]([C:16]([NH:18][S:19]([CH3:22])(=[O:21])=[O:20])=[O:17])=[N:9]1)[CH3:15], predict the reactants needed to synthesize it. The reactants are: Cl[C:2]1[N:3]=[C:4]([NH:23][C:24]2[CH:29]=[C:28]([CH3:30])[CH:27]=[CH:26][N:25]=2)[C:5]2[N:10]([CH2:11][CH2:12][O:13][CH2:14][CH3:15])[N:9]=[C:8]([C:16]([NH:18][S:19]([CH3:22])(=[O:21])=[O:20])=[O:17])[C:6]=2[N:7]=1.[CH3:31][NH:32][CH2:33][CH3:34].C(N(C(C)C)C(C)C)C.[F-].[Cs+]. (10) Given the product [CH2:3]([O:5][C:6]1[CH:7]=[C:8]2[C:13](=[C:14]3[CH2:18][C:17]([CH3:20])([CH3:19])[O:16][C:15]=13)[C:12]([C:21]1[CH:22]=[C:23]([NH:27][C:39](=[O:40])[C:38]([F:49])([F:48])[F:37])[CH:24]=[CH:25][CH:26]=1)=[N:11][C:10]([CH3:28])([CH3:29])[CH2:9]2)[CH3:4], predict the reactants needed to synthesize it. The reactants are: Cl.Cl.[CH2:3]([O:5][C:6]1[CH:7]=[C:8]2[C:13](=[C:14]3[CH2:18][C:17]([CH3:20])([CH3:19])[O:16][C:15]=13)[C:12]([C:21]1[CH:22]=[C:23]([NH2:27])[CH:24]=[CH:25][CH:26]=1)=[N:11][C:10]([CH3:29])([CH3:28])[CH2:9]2)[CH3:4].C(N(CC)CC)C.[F:37][C:38]([F:49])([F:48])[C:39](O[C:39](=[O:40])[C:38]([F:49])([F:48])[F:37])=[O:40].O.